From a dataset of Forward reaction prediction with 1.9M reactions from USPTO patents (1976-2016). Predict the product of the given reaction. (1) Given the reactants [CH3:1][O:2][CH2:3][C:4]([NH:6][C:7]1[CH:12]=[CH:11][CH:10]=[C:9]([C:13]2[C:21]3[C:16](=[CH:17][CH:18]=[C:19]([C:22]4[N:23]=[N:24][N:25](C(C5C=CC=CC=5)(C5C=CC=CC=5)C5C=CC=CC=5)[N:26]=4)[CH:20]=3)[N:15](C3CCCCO3)[N:14]=2)[CH:8]=1)=[O:5].[OH-].[Na+], predict the reaction product. The product is: [N:26]1[NH:25][N:24]=[N:23][C:22]=1[C:19]1[CH:20]=[C:21]2[C:16](=[CH:17][CH:18]=1)[NH:15][N:14]=[C:13]2[C:9]1[CH:8]=[C:7]([NH:6][C:4](=[O:5])[CH2:3][O:2][CH3:1])[CH:12]=[CH:11][CH:10]=1. (2) Given the reactants [F:1][C:2]1[CH:3]=[CH:4][C:5]([O:8][CH2:9][C:10]2[CH:17]=[CH:16][C:13]([CH:14]=O)=[CH:12][CH:11]=2)=[N:6][CH:7]=1.[N+:18]([CH3:21])([O-:20])=[O:19].C([O-])(=O)C.[NH4+], predict the reaction product. The product is: [F:1][C:2]1[CH:3]=[CH:4][C:5]([O:8][CH2:9][C:10]2[CH:17]=[CH:16][C:13](/[CH:14]=[CH:21]/[N+:18]([O-:20])=[O:19])=[CH:12][CH:11]=2)=[N:6][CH:7]=1.